Dataset: NCI-60 drug combinations with 297,098 pairs across 59 cell lines. Task: Regression. Given two drug SMILES strings and cell line genomic features, predict the synergy score measuring deviation from expected non-interaction effect. (1) Drug 1: CS(=O)(=O)C1=CC(=C(C=C1)C(=O)NC2=CC(=C(C=C2)Cl)C3=CC=CC=N3)Cl. Drug 2: CC(C)(C#N)C1=CC(=CC(=C1)CN2C=NC=N2)C(C)(C)C#N. Cell line: UO-31. Synergy scores: CSS=8.13, Synergy_ZIP=-9.65, Synergy_Bliss=-15.0, Synergy_Loewe=-13.2, Synergy_HSA=-13.3. (2) Drug 1: CN(C)C1=NC(=NC(=N1)N(C)C)N(C)C. Drug 2: C1C(C(OC1N2C=NC(=NC2=O)N)CO)O. Cell line: DU-145. Synergy scores: CSS=3.18, Synergy_ZIP=4.62, Synergy_Bliss=2.40, Synergy_Loewe=-6.14, Synergy_HSA=-1.42.